From a dataset of Catalyst prediction with 721,799 reactions and 888 catalyst types from USPTO. Predict which catalyst facilitates the given reaction. (1) Product: [CH3:18][N:17]([CH3:19])[C@@H:13]1[CH2:14][CH2:15][C:16]2[C:11](=[CH:10][CH:9]=[CH:8][C:7]=2[C:26]2[C:25]([CH3:38])=[N:24][N:23]([CH3:22])[C:27]=2[CH3:28])[CH2:12]1. The catalyst class is: 108. Reactant: FC(F)(F)S(O[C:7]1[C:16]2[CH2:15][CH2:14][C@@H:13]([N:17]([CH3:19])[CH3:18])[CH2:12][C:11]=2[CH:10]=[CH:9][CH:8]=1)(=O)=O.[CH3:22][N:23]1[C:27]([CH3:28])=[C:26](B2OC(C)(C)C(C)(C)O2)[C:25]([CH3:38])=[N:24]1.C([O-])([O-])=O.[K+].[K+]. (2) Product: [Cl:22][C:23]1[CH:24]=[C:25]([CH2:28][O:20][C:17]2[CH:18]=[CH:19][N:14]([C:11]3[CH:12]=[CH:13][C:6]4[N:5]=[C:4]([CH:1]5[CH2:2][CH2:3]5)[N:8]([CH3:9])[C:7]=4[CH:10]=3)[C:15](=[O:21])[CH:16]=2)[S:26][CH:27]=1. The catalyst class is: 1. Reactant: [CH:1]1([C:4]2[N:8]([CH3:9])[C:7]3[CH:10]=[C:11]([N:14]4[CH:19]=[CH:18][C:17]([OH:20])=[CH:16][C:15]4=[O:21])[CH:12]=[CH:13][C:6]=3[N:5]=2)[CH2:3][CH2:2]1.[Cl:22][C:23]1[CH:24]=[C:25]([CH2:28]O)[S:26][CH:27]=1.C(P(CCCC)CCCC)CCC.N(C(N1CCCCC1)=O)=NC(N1CCCCC1)=O. (3) Reactant: [C:1]1([C:13]#[N:14])[C:11]2=[C:12]3[C:7](=[CH:8][CH:9]=[CH:10]2)[CH:6]=[CH:5][CH:4]=[C:3]3[CH:2]=1. Product: [CH:1]1([C:13]#[N:14])[C:11]2=[C:12]3[C:7](=[CH:8][CH:9]=[CH:10]2)[CH:6]=[CH:5][CH:4]=[C:3]3[CH2:2]1. The catalyst class is: 29. (4) Reactant: Cl.[CH3:2][O:3][C:4]1[CH:9]=[CH:8][C:7]([NH2:10])=[CH:6][C:5]=1[O:11][CH2:12][CH2:13][N:14]1[CH2:19][CH2:18][CH:17]([CH3:20])[CH2:16][CH2:15]1.C[Al](C)C.[Cl:25][C:26]1[CH:27]=[C:28]2[C:33](=[CH:34][C:35]=1[Cl:36])[C:31](=O)[O:30][CH2:29]2.[OH-].[Na+]. Product: [ClH:25].[Cl:25][C:26]1[CH:27]=[C:28]2[C:33](=[CH:34][C:35]=1[Cl:36])[C:31](=[O:30])[N:10]([C:7]1[CH:8]=[CH:9][C:4]([O:3][CH3:2])=[C:5]([O:11][CH2:12][CH2:13][N:14]3[CH2:19][CH2:18][CH:17]([CH3:20])[CH2:16][CH2:15]3)[CH:6]=1)[CH2:29]2. The catalyst class is: 2. (5) Reactant: [CH3:1][C:2]1([CH3:17])[CH2:6][C:5]2[CH:7]=[C:8]([C:11]3[CH:16]=[CH:15][CH:14]=[CH:13][CH:12]=3)[CH:9]=[CH:10][C:4]=2[O:3]1.Cl[CH:19](Cl)[O:20]C. Product: [CH3:1][C:2]1([CH3:17])[CH2:6][C:5]2[CH:7]=[C:8]([C:11]3[CH:16]=[CH:15][CH:14]=[CH:13][CH:12]=3)[CH:9]=[C:10]([CH:19]=[O:20])[C:4]=2[O:3]1. The catalyst class is: 528. (6) The catalyst class is: 71. Product: [CH3:1][C:2]1[CH:3]=[C:4]([CH2:9][CH:10]([NH2:17])[C:11]2[CH:12]=[N:13][N:14]([CH3:16])[CH:15]=2)[CH:5]=[C:6]([CH3:8])[CH:7]=1. Reactant: [CH3:1][C:2]1[CH:3]=[C:4]([CH2:9][CH:10]([NH:17]S(C(C)(C)C)=O)[C:11]2[CH:12]=[N:13][N:14]([CH3:16])[CH:15]=2)[CH:5]=[C:6]([CH3:8])[CH:7]=1.Cl. (7) Reactant: [N:1]1([C:7]([O:9][C:10]([CH3:13])([CH3:12])[CH3:11])=[O:8])[CH2:6][CH2:5][NH:4][CH2:3][CH2:2]1.[Br:14][C:15]1[CH:16]=[CH:17][C:18]([CH:26]=O)=[C:19]([CH:25]=1)[C:20]([N:22]([CH3:24])[CH3:23])=[O:21].C(N(CC)CC)C.C(O[BH-](OC(=O)C)OC(=O)C)(=O)C.[Na+]. Product: [Br:14][C:15]1[CH:16]=[CH:17][C:18]([CH2:26][N:4]2[CH2:5][CH2:6][N:1]([C:7]([O:9][C:10]([CH3:13])([CH3:12])[CH3:11])=[O:8])[CH2:2][CH2:3]2)=[C:19]([C:20](=[O:21])[N:22]([CH3:24])[CH3:23])[CH:25]=1. The catalyst class is: 229.